Dataset: Forward reaction prediction with 1.9M reactions from USPTO patents (1976-2016). Task: Predict the product of the given reaction. Given the reactants C(=O)([O-])[O-].[K+].[K+].[O:7]=[C:8]1[C:16]2[C:11](=[CH:12][CH:13]=[CH:14][CH:15]=2)[C:10](=[O:17])[N:9]1[CH2:18][CH2:19][C@@H:20]([C@H:24]([O:37]C=O)[CH2:25][CH2:26][C:27]1[CH:32]=[CH:31][C:30]([C:33]([F:36])([F:35])[F:34])=[CH:29][CH:28]=1)[C:21]([OH:23])=[O:22], predict the reaction product. The product is: [O:7]=[C:8]1[C:16]2[C:11](=[CH:12][CH:13]=[CH:14][CH:15]=2)[C:10](=[O:17])[N:9]1[CH2:18][CH2:19][C@@H:20]([C@H:24]([OH:37])[CH2:25][CH2:26][C:27]1[CH:28]=[CH:29][C:30]([C:33]([F:35])([F:34])[F:36])=[CH:31][CH:32]=1)[C:21]([OH:23])=[O:22].